From a dataset of NCI-60 drug combinations with 297,098 pairs across 59 cell lines. Regression. Given two drug SMILES strings and cell line genomic features, predict the synergy score measuring deviation from expected non-interaction effect. (1) Synergy scores: CSS=8.52, Synergy_ZIP=-11.1, Synergy_Bliss=-14.9, Synergy_Loewe=-18.1, Synergy_HSA=-17.6. Drug 2: C1CCC(C(C1)N)N.C(=O)(C(=O)[O-])[O-].[Pt+4]. Drug 1: CC1=C(C(=O)C2=C(C1=O)N3CC4C(C3(C2COC(=O)N)OC)N4)N. Cell line: NCI-H460. (2) Drug 1: COC1=NC(=NC2=C1N=CN2C3C(C(C(O3)CO)O)O)N. Cell line: NCI-H522. Drug 2: CC1=C(C(=CC=C1)Cl)NC(=O)C2=CN=C(S2)NC3=CC(=NC(=N3)C)N4CCN(CC4)CCO. Synergy scores: CSS=7.28, Synergy_ZIP=-2.26, Synergy_Bliss=-0.0794, Synergy_Loewe=-39.6, Synergy_HSA=-1.93. (3) Drug 1: C1=CN(C(=O)N=C1N)C2C(C(C(O2)CO)O)O.Cl. Drug 2: CC1=C2C(C(=O)C3(C(CC4C(C3C(C(C2(C)C)(CC1OC(=O)C(C(C5=CC=CC=C5)NC(=O)C6=CC=CC=C6)O)O)OC(=O)C7=CC=CC=C7)(CO4)OC(=O)C)O)C)OC(=O)C. Cell line: A498. Synergy scores: CSS=21.4, Synergy_ZIP=-12.2, Synergy_Bliss=-5.30, Synergy_Loewe=-5.13, Synergy_HSA=-1.86. (4) Drug 1: CCC1=C2CN3C(=CC4=C(C3=O)COC(=O)C4(CC)O)C2=NC5=C1C=C(C=C5)O. Drug 2: B(C(CC(C)C)NC(=O)C(CC1=CC=CC=C1)NC(=O)C2=NC=CN=C2)(O)O. Cell line: COLO 205. Synergy scores: CSS=61.7, Synergy_ZIP=-2.79, Synergy_Bliss=-4.13, Synergy_Loewe=1.44, Synergy_HSA=3.69. (5) Drug 1: C#CCC(CC1=CN=C2C(=N1)C(=NC(=N2)N)N)C3=CC=C(C=C3)C(=O)NC(CCC(=O)O)C(=O)O. Drug 2: N.N.Cl[Pt+2]Cl. Cell line: MALME-3M. Synergy scores: CSS=25.9, Synergy_ZIP=-1.45, Synergy_Bliss=-2.77, Synergy_Loewe=-2.24, Synergy_HSA=-2.58. (6) Drug 1: CN(C(=O)NC(C=O)C(C(C(CO)O)O)O)N=O. Drug 2: C1CNP(=O)(OC1)N(CCCl)CCCl. Cell line: NCI-H322M. Synergy scores: CSS=-1.04, Synergy_ZIP=-0.317, Synergy_Bliss=-1.64, Synergy_Loewe=-1.52, Synergy_HSA=-1.67. (7) Drug 2: COC1=C2C(=CC3=C1OC=C3)C=CC(=O)O2. Cell line: A549. Synergy scores: CSS=20.0, Synergy_ZIP=-6.09, Synergy_Bliss=-0.731, Synergy_Loewe=-1.26, Synergy_HSA=-1.23. Drug 1: CC(C1=C(C=CC(=C1Cl)F)Cl)OC2=C(N=CC(=C2)C3=CN(N=C3)C4CCNCC4)N.